Dataset: Full USPTO retrosynthesis dataset with 1.9M reactions from patents (1976-2016). Task: Predict the reactants needed to synthesize the given product. (1) Given the product [Br:1][CH2:19][C:9]1[CH:10]=[C:11]([S:15]([Cl:18])(=[O:16])=[O:17])[CH:12]=[CH:13][CH:14]=1, predict the reactants needed to synthesize it. The reactants are: [Br:1]N1C(=O)CCC1=O.[C:9]1([CH3:19])[CH:14]=[CH:13][CH:12]=[C:11]([S:15]([Cl:18])(=[O:17])=[O:16])[CH:10]=1. (2) Given the product [Cl:1][C:2]1[C:3]([O:50][CH3:51])=[CH:4][CH:5]=[C:6]2[C:11]=1[N:10]=[C:9]([N:12]1[CH:16]=[CH:15][C:14]([C:17]([F:19])([F:20])[F:18])=[N:13]1)[CH:8]=[C:7]2[O:21][C@@H:22]1[CH2:26][N:25]([C:27]([NH:29][C@:30]2([C:35]([OH:37])=[O:36])[CH2:32][C@H:31]2[CH:33]=[CH2:34])=[O:28])[C@H:24]([C:40](=[O:49])[N:41]([CH2:43][CH2:44][CH2:45][CH2:46][CH:47]=[CH2:48])[CH3:42])[CH2:23]1, predict the reactants needed to synthesize it. The reactants are: [Cl:1][C:2]1[C:3]([O:50][CH3:51])=[CH:4][CH:5]=[C:6]2[C:11]=1[N:10]=[C:9]([N:12]1[CH:16]=[CH:15][C:14]([C:17]([F:20])([F:19])[F:18])=[N:13]1)[CH:8]=[C:7]2[O:21][C@@H:22]1[CH2:26][N:25]([C:27]([NH:29][C@:30]2([C:35]([O:37]CC)=[O:36])[CH2:32][C@H:31]2[CH:33]=[CH2:34])=[O:28])[C@H:24]([C:40](=[O:49])[N:41]([CH2:43][CH2:44][CH2:45][CH2:46][CH:47]=[CH2:48])[CH3:42])[CH2:23]1.CCCC(C(O)=O)CCC=CCCCCCCCCCC. (3) Given the product [N:47]12[CH2:54][CH2:53][CH:50]([CH2:51][CH2:52]1)[C@@H:49]([NH:55][C:10]([C:8]1[CH:9]=[C:4]3[CH:3]=[CH:2][O:1][C:5]3=[CH:6][N:7]=1)=[O:12])[CH2:48]2, predict the reactants needed to synthesize it. The reactants are: [O:1]1[C:5]2=[CH:6][N:7]=[C:8]([C:10]([OH:12])=O)[CH:9]=[C:4]2[CH:3]=[CH:2]1.CN(C(ON1N=NC2C1=CC=CC=2)=[N+](C)C)C.F[P-](F)(F)(F)(F)F.C(N(C(C)C)CC)(C)C.Cl.[N:47]12[CH2:54][CH2:53][CH:50]([CH2:51][CH2:52]1)[C@@H:49]([NH2:55])[CH2:48]2. (4) Given the product [F:11][C:12]1[CH:21]=[C:20]2[C:15]([CH2:16][CH2:17][C:18](=[O:23])[N:19]2[CH3:22])=[CH:14][C:13]=1[C:2]1[CH:7]=[N:6][CH:5]=[C:4]([CH2:8][OH:9])[C:3]=1[CH3:10], predict the reactants needed to synthesize it. The reactants are: Br[C:2]1[C:3]([CH3:10])=[C:4]([CH2:8][OH:9])[CH:5]=[N:6][CH:7]=1.[F:11][C:12]1[CH:21]=[C:20]2[C:15]([CH2:16][CH2:17][C:18](=[O:23])[N:19]2[CH3:22])=[CH:14][C:13]=1B1OC(C)(C)C(C)(C)O1.